This data is from Forward reaction prediction with 1.9M reactions from USPTO patents (1976-2016). The task is: Predict the product of the given reaction. (1) Given the reactants [CH3:1][O:2][C:3]1[CH:8]=[CH:7][C:6]([C:9]2[C:13]([CH3:15])([CH3:14])[NH:12][C:11](=[O:16])[C:10]=2[C:17]2[CH:22]=[CH:21][C:20]([O:23][CH2:24][C:25]3[CH:34]=[CH:33][C:32]4[C:27](=[CH:28][CH:29]=[CH:30][CH:31]=4)[N:26]=3)=[CH:19][CH:18]=2)=[CH:5][CH:4]=1.[H-].[Na+].[CH3:37]I, predict the reaction product. The product is: [CH3:1][O:2][C:3]1[CH:4]=[CH:5][C:6]([C:9]2[C:13]([CH3:15])([CH3:14])[N:12]([CH3:37])[C:11](=[O:16])[C:10]=2[C:17]2[CH:22]=[CH:21][C:20]([O:23][CH2:24][C:25]3[CH:34]=[CH:33][C:32]4[C:27](=[CH:28][CH:29]=[CH:30][CH:31]=4)[N:26]=3)=[CH:19][CH:18]=2)=[CH:7][CH:8]=1. (2) Given the reactants [Cl:1][C:2]1[CH:3]=[C:4]2[C:8](=[CH:9][CH:10]=1)[NH:7][C:6](=[O:11])[C:5]2=[CH:12][C:13]1[NH:17][C:16]([CH3:18])=[C:15]([C:19]([OH:21])=O)[C:14]=1[CH3:22].[NH2:23][CH2:24][CH:25]([OH:33])[CH2:26][N:27]1[CH2:32][CH2:31][O:30][CH2:29][CH2:28]1, predict the reaction product. The product is: [OH:33][CH:25]([CH2:26][N:27]1[CH2:32][CH2:31][O:30][CH2:29][CH2:28]1)[CH2:24][NH:23][C:19]([C:15]1[C:14]([CH3:22])=[C:13](/[CH:12]=[C:5]2\[C:6](=[O:11])[NH:7][C:8]3[C:4]\2=[CH:3][C:2]([Cl:1])=[CH:10][CH:9]=3)[NH:17][C:16]=1[CH3:18])=[O:21]. (3) Given the reactants [CH3:1][N:2]1[C:6]([CH3:7])=[CH:5][CH:4]=[C:3]1[C:8]([O:10]CC)=O.[NH2:13][C:14]1[CH:15]=[CH:16][C:17]([F:22])=[C:18]([CH:21]=1)[C:19]#[N:20].C[Si]([N-][Si](C)(C)C)(C)C.[Li+], predict the reaction product. The product is: [C:19]([C:18]1[CH:21]=[C:14]([NH:13][C:8]([C:3]2[N:2]([CH3:1])[C:6]([CH3:7])=[CH:5][CH:4]=2)=[O:10])[CH:15]=[CH:16][C:17]=1[F:22])#[N:20]. (4) The product is: [C:1]([C:8]1[S:9][C:10]2[CH:16]=[CH:15][C:14]([NH2:17])=[C:13]([CH2:18][N:20]=[N+:21]=[N-:22])[C:11]=2[N:12]=1)([O:3][C:4]([CH3:7])([CH3:6])[CH3:5])=[O:2]. Given the reactants [C:1]([C:8]1[S:9][C:10]2[CH:16]=[CH:15][C:14]([NH2:17])=[C:13]([CH2:18]Br)[C:11]=2[N:12]=1)([O:3][C:4]([CH3:7])([CH3:6])[CH3:5])=[O:2].[N-:20]=[N+:21]=[N-:22].[Na+], predict the reaction product. (5) Given the reactants C(OC(C1[N:10]([CH2:11][CH:12]([CH3:14])[CH3:13])[C:9]2[CH:15]=[C:16]([NH:19][C:20]([O:22][C:23]([CH3:26])([CH3:25])[CH3:24])=[O:21])[CH:17]=[CH:18][C:8]=2[N:7]=1)=O)C.C(OCC)(=O)C=O.C1(C)C=CC=CC=1, predict the reaction product. The product is: [C:23]([O:22][C:20](=[O:21])[NH:19][C:16]1[CH:17]=[CH:18][C:8]([NH2:7])=[C:9]([NH:10][CH2:11][CH:12]([CH3:13])[CH3:14])[CH:15]=1)([CH3:26])([CH3:25])[CH3:24]. (6) Given the reactants Br.[Cl:2][C:3]1[CH:8]=[CH:7][C:6]([N+:9]([O-:11])=[O:10])=[CH:5][C:4]=1[C:12]1[N:13]=[C:14]([NH2:17])[S:15][CH:16]=1.[Cl:18][C:19]1[CH:24]=[C:23]([Cl:25])[CH:22]=[C:21]([Cl:26])[C:20]=1[S:27](Cl)(=[O:29])=[O:28], predict the reaction product. The product is: [Cl:18][C:19]1[CH:24]=[C:23]([Cl:25])[CH:22]=[C:21]([Cl:26])[C:20]=1[S:27]([NH:17][C:14]1[S:15][CH:16]=[C:12]([C:4]2[CH:5]=[C:6]([N+:9]([O-:11])=[O:10])[CH:7]=[CH:8][C:3]=2[Cl:2])[N:13]=1)(=[O:29])=[O:28]. (7) Given the reactants [Cl:1][C:2]1[CH:7]=[CH:6][C:5]([CH:8]([CH3:12])[C:9]([OH:11])=O)=[CH:4][CH:3]=1.[NH2:13][CH2:14][CH2:15][CH2:16][N:17]1[CH2:22][CH2:21][CH:20]([C:23]2[CH:24]=[C:25]([NH:30][C:31](=[O:35])[CH:32]([CH3:34])[CH3:33])[CH:26]=[CH:27][C:28]=2[CH3:29])[CH2:19][CH2:18]1, predict the reaction product. The product is: [Cl:1][C:2]1[CH:3]=[CH:4][C:5]([CH:8]([CH3:12])[C:9]([NH:13][CH2:14][CH2:15][CH2:16][N:17]2[CH2:22][CH2:21][CH:20]([C:23]3[CH:24]=[C:25]([NH:30][C:31](=[O:35])[CH:32]([CH3:34])[CH3:33])[CH:26]=[CH:27][C:28]=3[CH3:29])[CH2:19][CH2:18]2)=[O:11])=[CH:6][CH:7]=1. (8) Given the reactants Cl.[CH3:2][C:3]1[CH:11]=[CH:10][C:6]([C:7]([NH2:9])=[NH:8])=[CH:5][CH:4]=1.CC[O-].[Na+].C([O:18][C:19](=O)[CH:20]=[C:21]([NH2:25])OCC)C, predict the reaction product. The product is: [NH2:25][C:21]1[N:9]=[C:7]([C:6]2[CH:10]=[CH:11][C:3]([CH3:2])=[CH:4][CH:5]=2)[NH:8][C:19](=[O:18])[CH:20]=1.